Dataset: Catalyst prediction with 721,799 reactions and 888 catalyst types from USPTO. Task: Predict which catalyst facilitates the given reaction. (1) Reactant: [C:1]1([CH2:7][CH2:8][CH2:9][CH2:10]C(O)=O)[CH:6]=[CH:5][CH:4]=[CH:3][CH:2]=1.[I:14]N1C(C)(C)C(=O)N(C)C1=O. Product: [I:14][CH2:10][CH2:9][CH2:8][CH2:7][C:1]1[CH:6]=[CH:5][CH:4]=[CH:3][CH:2]=1. The catalyst class is: 22. (2) Reactant: C[O:2][C:3](=O)[CH2:4][C:5]1[C:6]([F:16])=[C:7]2[C:12](=[CH:13][C:14]=1[F:15])[N:11]=[CH:10][CH:9]=[CH:8]2.O.[NH2:19][NH2:20]. Product: [F:16][C:6]1[C:5]([CH2:4][C:3]([NH:19][NH2:20])=[O:2])=[C:14]([F:15])[CH:13]=[C:12]2[C:7]=1[CH:8]=[CH:9][CH:10]=[N:11]2. The catalyst class is: 5. (3) Reactant: [CH3:1][C:2]1[CH:7]=[C:6]([C:8]2[CH:13]=[N:12][CH:11]=[C:10]3[N:14]([CH3:17])[N:15]=[CH:16][C:9]=23)[CH:5]=[CH:4][C:3]=1[NH2:18].[F:19][C:20]1[CH:25]=[CH:24][C:23]([C:26]([F:29])([F:28])[F:27])=[CH:22][C:21]=1[N:30]=[C:31]=[O:32]. Product: [F:19][C:20]1[CH:25]=[CH:24][C:23]([C:26]([F:29])([F:28])[F:27])=[CH:22][C:21]=1[NH:30][C:31]([NH:18][C:3]1[CH:4]=[CH:5][C:6]([C:8]2[CH:13]=[N:12][CH:11]=[C:10]3[N:14]([CH3:17])[N:15]=[CH:16][C:9]=23)=[CH:7][C:2]=1[CH3:1])=[O:32]. The catalyst class is: 2. (4) Reactant: [N:1]1([CH2:6][CH2:7][C:8]2[N:12]3[CH:13]=[C:14]([O:17][C@H:18]4[C:27]5[C:22](=[CH:23][CH:24]=[CH:25][CH:26]=5)[C@@H:21]([NH2:28])[CH2:20][CH2:19]4)[CH:15]=[CH:16][C:11]3=[N:10][N:9]=2)[CH2:5][CH2:4][CH2:3][CH2:2]1.ClC(Cl)(Cl)C[O:32][C:33](=O)[NH:34][C:35]1[N:36]([C:44]2[CH:49]=[CH:48][C:47]([CH3:50])=[CH:46][CH:45]=2)[N:37]=[C:38]([C:40]([CH3:43])([CH3:42])[CH3:41])[CH:39]=1.CCN(C(C)C)C(C)C. Product: [C:40]([C:38]1[CH:39]=[C:35]([NH:34][C:33]([NH:28][C@@H:21]2[C:22]3[C:27](=[CH:26][CH:25]=[CH:24][CH:23]=3)[C@H:18]([O:17][C:14]3[CH:15]=[CH:16][C:11]4[N:12]([C:8]([CH2:7][CH2:6][N:1]5[CH2:5][CH2:4][CH2:3][CH2:2]5)=[N:9][N:10]=4)[CH:13]=3)[CH2:19][CH2:20]2)=[O:32])[N:36]([C:44]2[CH:49]=[CH:48][C:47]([CH3:50])=[CH:46][CH:45]=2)[N:37]=1)([CH3:43])([CH3:41])[CH3:42]. The catalyst class is: 12. (5) Reactant: [OH:1][C:2]1[CH:7]=[CH:6][C:5]([CH2:8][CH2:9][C:10]([O:12][CH3:13])=[O:11])=[CH:4][CH:3]=1.C(=O)([O-])[O-].[K+].[K+].Br.Br[CH2:22][C:23]1[CH:28]=[CH:27][N:26]=[CH:25][CH:24]=1.O. Product: [CH3:13][O:12][C:10](=[O:11])[CH2:9][CH2:8][C:5]1[CH:4]=[CH:3][C:2]([O:1][CH2:22][C:23]2[CH:28]=[CH:27][N:26]=[CH:25][CH:24]=2)=[CH:7][CH:6]=1. The catalyst class is: 31.